Predict the product of the given reaction. From a dataset of Forward reaction prediction with 1.9M reactions from USPTO patents (1976-2016). (1) Given the reactants C1(N2C[C@@H](C3C=CC=CC=3)N([CH:18]3[CH2:23][CH2:22][NH:21][CH2:20][CH2:19]3)C2=O)CCCCC1.C(O[C:30](=[O:40])[NH:31][C@H:32]([C:35]1[CH:39]=[CH:38][S:37][CH:36]=1)[CH2:33][NH2:34])(C)(C)C.C(OC(=O)N[C@H](C1C=CC=CC=1)CN)(C)(C)C.[O:58]1[CH2:63][CH2:62][CH2:61][CH2:60][C:59]1=O.C1(=O)CCCCC1, predict the reaction product. The product is: [NH:21]1[CH2:20][CH2:19][CH:18]([N:31]2[C@H:32]([C:35]3[CH:39]=[CH:38][S:37][CH:36]=3)[CH2:33][N:34]([CH:61]3[CH2:62][CH2:63][O:58][CH2:59][CH2:60]3)[C:30]2=[O:40])[CH2:23][CH2:22]1. (2) Given the reactants [C:1]([C:3]1[CH:8]=[CH:7][C:6]([NH:9][C:10](=[O:12])[CH3:11])=[C:5]([O:13][C:14]([F:17])([F:16])[F:15])[CH:4]=1)#[N:2].Cl.[NH2:19][OH:20].C([O-])(=O)C.[Na+], predict the reaction product. The product is: [OH:20][NH:19][C:1]([C:3]1[CH:8]=[CH:7][C:6]([NH:9][C:10](=[O:12])[CH3:11])=[C:5]([O:13][C:14]([F:15])([F:17])[F:16])[CH:4]=1)=[NH:2]. (3) The product is: [Br:1][C:2]1[CH:7]=[CH:6][C:5]([S:8]([NH:17][CH:13]2[CH2:16][CH2:15][CH2:14]2)(=[O:10])=[O:9])=[CH:4][C:3]=1[F:12]. Given the reactants [Br:1][C:2]1[CH:7]=[CH:6][C:5]([S:8](Cl)(=[O:10])=[O:9])=[CH:4][C:3]=1[F:12].[CH:13]1([NH2:17])[CH2:16][CH2:15][CH2:14]1, predict the reaction product. (4) Given the reactants [C:1]([C:5]1[CH:10]=[CH:9][C:8]([N:11]2[C:15](=[O:16])[C:14]([CH3:18])([CH3:17])[N:13]([CH2:19][C:20]3[CH:25]=[CH:24][N:23]=[C:22](Cl)[CH:21]=3)[C:12]2=[O:27])=[CH:7][CH:6]=1)([CH3:4])([CH3:3])[CH3:2].[N:28]1([CH2:33][C:34]2[CH:35]=[C:36]([CH:38]=[CH:39][CH:40]=2)[NH2:37])[CH2:32][CH2:31][CH2:30][CH2:29]1.C(=O)([O-])[O-].[Cs+].[Cs+].CC1(C)C2C=CC(P(C3C=CC=CC=3)C3C=CC=CC=3)=CC=2OC2C1=CC=C(P(C1C=CC=CC=1)C1C=CC=CC=1)C=2, predict the reaction product. The product is: [C:1]([C:5]1[CH:10]=[CH:9][C:8]([N:11]2[C:15](=[O:16])[C:14]([CH3:18])([CH3:17])[N:13]([CH2:19][C:20]3[CH:25]=[CH:24][N:23]=[C:22]([NH:37][C:36]4[CH:38]=[CH:39][CH:40]=[C:34]([CH2:33][N:28]5[CH2:29][CH2:30][CH2:31][CH2:32]5)[CH:35]=4)[CH:21]=3)[C:12]2=[O:27])=[CH:7][CH:6]=1)([CH3:4])([CH3:3])[CH3:2]. (5) The product is: [CH3:1][C:2]1[CH:3]=[CH:4][C:5]([N:8]([CH:16]2[CH2:21][CH2:20][N:19]([CH2:22][CH2:23][C:24]3([CH2:30][C:31]([NH:33][CH2:34][C:35]([OH:37])=[O:36])=[O:32])[CH2:29][CH2:28][CH2:27][CH2:26][CH2:25]3)[CH2:18][CH2:17]2)[C:9]([C:11]2[O:12][CH:13]=[CH:14][CH:15]=2)=[O:10])=[N:6][CH:7]=1. Given the reactants [CH3:1][C:2]1[CH:3]=[CH:4][C:5]([N:8]([CH:16]2[CH2:21][CH2:20][N:19]([CH2:22][CH2:23][C:24]3([CH2:30][C:31]([NH:33][CH2:34][C:35]([O:37]CC)=[O:36])=[O:32])[CH2:29][CH2:28][CH2:27][CH2:26][CH2:25]3)[CH2:18][CH2:17]2)[C:9]([C:11]2[O:12][CH:13]=[CH:14][CH:15]=2)=[O:10])=[N:6][CH:7]=1.[OH-].[Na+].C(O)(=O)C, predict the reaction product. (6) Given the reactants CC1C=CC(S(O[CH2:12][C:13]23[CH2:20][CH2:19][C:16]([C:21]4[CH:26]=[CH:25][CH:24]=[CH:23][C:22]=4[O:27][C:28]4[CH:33]=[CH:32][CH:31]=[CH:30][CH:29]=4)([CH2:17][CH2:18]2)[O:15][CH2:14]3)(=O)=O)=CC=1.[C-:34]#[N:35].[Na+], predict the reaction product. The product is: [O:27]([C:22]1[CH:23]=[CH:24][CH:25]=[CH:26][C:21]=1[C:16]12[CH2:19][CH2:20][C:13]([CH2:12][C:34]#[N:35])([CH2:18][CH2:17]1)[CH2:14][O:15]2)[C:28]1[CH:29]=[CH:30][CH:31]=[CH:32][CH:33]=1. (7) Given the reactants Br[C:2]1[N:3]=[C:4]([CH3:9])[N:5]([CH3:8])[C:6]=1[CH3:7].BrC1N(C)C(C)=C(Br)N=1.C([Li])CCC.CI.CC1(C)C(C)(C)OB([C:34]2[CH:39]=[CH:38][N:37]3[C:40]([C:43]4[CH:44]=[C:45]([NH:49][C:50]([NH:52][CH2:53][C:54]([F:57])([F:56])[F:55])=[O:51])[CH:46]=[CH:47][CH:48]=4)=[CH:41][N:42]=[C:36]3[CH:35]=2)O1, predict the reaction product. The product is: [F:57][C:54]([F:56])([F:55])[CH2:53][NH:52][C:50]([NH:49][C:45]1[CH:46]=[CH:47][CH:48]=[C:43]([C:40]2[N:37]3[CH:38]=[CH:39][C:34]([C:2]4[N:3]=[C:4]([CH3:9])[N:5]([CH3:8])[C:6]=4[CH3:7])=[CH:35][C:36]3=[N:42][CH:41]=2)[CH:44]=1)=[O:51].